Dataset: Forward reaction prediction with 1.9M reactions from USPTO patents (1976-2016). Task: Predict the product of the given reaction. Given the reactants [CH3:1][C:2]1[C:10]2[C:9]([C:11]([OH:13])=O)=[CH:8][C:7]([CH3:14])=[N:6][C:5]=2[N:4]([C:15]2[CH:20]=[CH:19][CH:18]=[CH:17][CH:16]=2)[N:3]=1.[NH2:21][C:22]1[CH:23]=[N:24][CH:25]=[CH:26][C:27]=1[CH3:28].CN1CCOCC1.CCN=C=NCCCN(C)C.Cl.C1C=CC2N(O)N=NC=2C=1, predict the reaction product. The product is: [CH3:28][C:27]1[CH:26]=[CH:25][N:24]=[CH:23][C:22]=1[NH:21][C:11]([C:9]1[C:10]2[C:2]([CH3:1])=[N:3][N:4]([C:15]3[CH:16]=[CH:17][CH:18]=[CH:19][CH:20]=3)[C:5]=2[N:6]=[C:7]([CH3:14])[CH:8]=1)=[O:13].